Regression. Given two drug SMILES strings and cell line genomic features, predict the synergy score measuring deviation from expected non-interaction effect. From a dataset of Merck oncology drug combination screen with 23,052 pairs across 39 cell lines. (1) Drug 1: C#Cc1cccc(Nc2ncnc3cc(OCCOC)c(OCCOC)cc23)c1. Drug 2: CC1(c2nc3c(C(N)=O)cccc3[nH]2)CCCN1. Cell line: OV90. Synergy scores: synergy=-13.3. (2) Drug 1: O=c1[nH]cc(F)c(=O)[nH]1. Drug 2: NC(=O)c1cccc2cn(-c3ccc(C4CCCNC4)cc3)nc12. Cell line: HT29. Synergy scores: synergy=3.28.